From a dataset of Catalyst prediction with 721,799 reactions and 888 catalyst types from USPTO. Predict which catalyst facilitates the given reaction. (1) Reactant: C([O:9][CH2:10][CH2:11][N:12]1[C:20]2[C:19](Cl)=[N:18][CH:17]=[N:16][C:15]=2[CH:14]=[CH:13]1)(=O)C1C=CC=CC=1.[Cl:22][C:23]1[CH:24]=[C:25]([CH:27]=[CH:28][C:29]=1[O:30][C:31]1[CH:36]=[CH:35][CH:34]=[C:33]([S:37]([CH2:40][CH:41]([CH3:43])[CH3:42])(=[O:39])=[O:38])[CH:32]=1)[NH2:26].[OH-].[Na+]. Product: [Cl:22][C:23]1[CH:24]=[C:25]([NH:26][C:19]2[C:20]3[N:12]([CH2:11][CH2:10][OH:9])[CH:13]=[CH:14][C:15]=3[N:16]=[CH:17][N:18]=2)[CH:27]=[CH:28][C:29]=1[O:30][C:31]1[CH:36]=[CH:35][CH:34]=[C:33]([S:37]([CH2:40][CH:41]([CH3:42])[CH3:43])(=[O:38])=[O:39])[CH:32]=1. The catalyst class is: 32. (2) Reactant: [CH:1]1([C@@H:5]([NH:7][S:8]([C:10]([CH3:13])([CH3:12])[CH3:11])=[O:9])[CH3:6])[CH2:4][CH2:3][CH2:2]1.[H-].[Na+].Br[CH2:17][C:18]1[CH:23]=[CH:22][C:21]([Cl:24])=[CH:20][CH:19]=1. Product: [Cl:24][C:21]1[CH:22]=[CH:23][C:18]([CH2:17][N:7]([C@H:5]([CH:1]2[CH2:4][CH2:3][CH2:2]2)[CH3:6])[S:8]([C:10]([CH3:12])([CH3:11])[CH3:13])=[O:9])=[CH:19][CH:20]=1. The catalyst class is: 3. (3) Reactant: [Br:1][C:2]1[CH:7]=[CH:6][C:5]([S:8]([NH:11][CH:12]2[CH2:17][CH2:16][N:15]([CH2:18][CH2:19][NH:20][C:21]([NH:23][C:24]3[C:33]4[C:28](=[CH:29][CH:30]=[CH:31][CH:32]=4)[N:27]=[C:26]([CH3:34])[CH:25]=3)=[O:22])[CH2:14][CH2:13]2)(=[O:10])=[O:9])=[CH:4][CH:3]=1.[CH2:35](I)[CH3:36]. Product: [Br:1][C:2]1[CH:7]=[CH:6][C:5]([S:8]([N:11]([CH2:35][CH3:36])[CH:12]2[CH2:13][CH2:14][N:15]([CH2:18][CH2:19][NH:20][C:21]([NH:23][C:24]3[C:33]4[C:28](=[CH:29][CH:30]=[CH:31][CH:32]=4)[N:27]=[C:26]([CH3:34])[CH:25]=3)=[O:22])[CH2:16][CH2:17]2)(=[O:9])=[O:10])=[CH:4][CH:3]=1. The catalyst class is: 16. (4) Reactant: [CH3:1][N:2]([CH3:37])[CH2:3][CH2:4][N:5]1[C:13](=[O:14])[C:12]2[CH:11]=[C:10]3[NH:15][C:16]([C:18]4[C:19]([O:34]C)=[N:20][CH:21]=[CH:22][C:23]=4[O:24][CH:25]([CH3:33])[CH2:26][C:27]4[CH:32]=[CH:31][CH:30]=[CH:29][CH:28]=4)=[N:17][C:9]3=[CH:8][C:7]=2[C:6]1=[O:36].Cl. Product: [CH3:37][N:2]([CH3:1])[CH2:3][CH2:4][N:5]1[C:13](=[O:14])[C:12]2[CH:11]=[C:10]3[NH:15][C:16]([C:18]4[C:19](=[O:34])[NH:20][CH:21]=[CH:22][C:23]=4[O:24][CH:25]([CH3:33])[CH2:26][C:27]4[CH:32]=[CH:31][CH:30]=[CH:29][CH:28]=4)=[N:17][C:9]3=[CH:8][C:7]=2[C:6]1=[O:36]. The catalyst class is: 12. (5) Reactant: [CH2:1]([O:3][C:4]([C:6]1[C:7](=[O:37])[C:8]2[CH:13]=[N:12][C:11]([NH:14][C:15]3[CH:20]=[CH:19][C:18]([CH:21]4[CH2:26][CH2:25][NH:24][CH2:23][CH2:22]4)=[CH:17][CH:16]=3)=[N:10][C:9]=2[N:27]([C:29]2[CH:34]=[CH:33][C:32]([CH2:35][CH3:36])=[CH:31][CH:30]=2)[CH:28]=1)=[O:5])[CH3:2].[CH3:38][S:39](Cl)(=[O:41])=[O:40].O. Product: [CH2:1]([O:3][C:4]([C:6]1[C:7](=[O:37])[C:8]2[CH:13]=[N:12][C:11]([NH:14][C:15]3[CH:16]=[CH:17][C:18]([CH:21]4[CH2:26][CH2:25][N:24]([S:39]([CH3:38])(=[O:41])=[O:40])[CH2:23][CH2:22]4)=[CH:19][CH:20]=3)=[N:10][C:9]=2[N:27]([C:29]2[CH:30]=[CH:31][C:32]([CH2:35][CH3:36])=[CH:33][CH:34]=2)[CH:28]=1)=[O:5])[CH3:2]. The catalyst class is: 2. (6) Reactant: [OH-].[K+].[NH2:3][C:4]1[CH:11]=[CH:10][C:9]([Br:12])=[CH:8][C:5]=1[CH:6]=O.[CH3:13][C:14]([CH3:19])([CH3:18])[C:15](=O)[CH3:16]. Product: [Br:12][C:9]1[CH:8]=[C:5]2[C:4](=[CH:11][CH:10]=1)[N:3]=[C:15]([C:14]([CH3:19])([CH3:18])[CH3:13])[CH:16]=[CH:6]2. The catalyst class is: 6. (7) Reactant: [C:1]([C:3]1[CH:8]=[CH:7][C:6]([CH:9]2[C:14]([C:15]([O:17]CCC#N)=[O:16])=[C:13]([CH3:22])[N:12]([C:23]3[CH:28]=[CH:27][CH:26]=[C:25]([C:29]([F:32])([F:31])[F:30])[CH:24]=3)[C:11](=[S:33])[NH:10]2)=[CH:5][CH:4]=1)#[N:2].N12CCCN=C1CCCCC2. Product: [C:1]([C:3]1[CH:4]=[CH:5][C:6]([CH:9]2[C:14]([C:15]([OH:17])=[O:16])=[C:13]([CH3:22])[N:12]([C:23]3[CH:28]=[CH:27][CH:26]=[C:25]([C:29]([F:32])([F:31])[F:30])[CH:24]=3)[C:11](=[S:33])[NH:10]2)=[CH:7][CH:8]=1)#[N:2]. The catalyst class is: 393. (8) Reactant: [CH2:1]([O:8][C:9]1[C:10]([O:17][CH3:18])=[C:11]([CH:14]=[CH:15][CH:16]=1)[CH:12]=O)[C:2]1[CH:7]=[CH:6][CH:5]=[CH:4][CH:3]=1.[N+:19]([CH3:22])([O-:21])=[O:20].C([O-])(=O)C.[NH4+]. Product: [CH2:1]([O:8][C:9]1[CH:16]=[CH:15][CH:14]=[C:11]([CH:12]=[CH:22][N+:19]([O-:21])=[O:20])[C:10]=1[O:17][CH3:18])[C:2]1[CH:7]=[CH:6][CH:5]=[CH:4][CH:3]=1. The catalyst class is: 52.